This data is from NCI-60 drug combinations with 297,098 pairs across 59 cell lines. The task is: Regression. Given two drug SMILES strings and cell line genomic features, predict the synergy score measuring deviation from expected non-interaction effect. (1) Drug 1: C1C(C(OC1N2C=NC3=C(N=C(N=C32)Cl)N)CO)O. Drug 2: CC1=C(C(=O)C2=C(C1=O)N3CC4C(C3(C2COC(=O)N)OC)N4)N. Cell line: NCI/ADR-RES. Synergy scores: CSS=39.6, Synergy_ZIP=-7.48, Synergy_Bliss=-10.0, Synergy_Loewe=-15.7, Synergy_HSA=-6.06. (2) Drug 1: CC(CN1CC(=O)NC(=O)C1)N2CC(=O)NC(=O)C2. Drug 2: COCCOC1=C(C=C2C(=C1)C(=NC=N2)NC3=CC=CC(=C3)C#C)OCCOC.Cl. Cell line: SF-268. Synergy scores: CSS=9.76, Synergy_ZIP=3.59, Synergy_Bliss=5.73, Synergy_Loewe=2.75, Synergy_HSA=3.51. (3) Drug 1: C1=NNC2=C1C(=O)NC=N2. Drug 2: B(C(CC(C)C)NC(=O)C(CC1=CC=CC=C1)NC(=O)C2=NC=CN=C2)(O)O. Cell line: HCT116. Synergy scores: CSS=32.6, Synergy_ZIP=-1.96, Synergy_Bliss=0.729, Synergy_Loewe=-39.0, Synergy_HSA=1.14. (4) Drug 1: CCC(=C(C1=CC=CC=C1)C2=CC=C(C=C2)OCCN(C)C)C3=CC=CC=C3.C(C(=O)O)C(CC(=O)O)(C(=O)O)O. Drug 2: CS(=O)(=O)CCNCC1=CC=C(O1)C2=CC3=C(C=C2)N=CN=C3NC4=CC(=C(C=C4)OCC5=CC(=CC=C5)F)Cl. Cell line: KM12. Synergy scores: CSS=-3.81, Synergy_ZIP=5.74, Synergy_Bliss=6.44, Synergy_Loewe=-4.36, Synergy_HSA=-2.97.